Dataset: Forward reaction prediction with 1.9M reactions from USPTO patents (1976-2016). Task: Predict the product of the given reaction. (1) Given the reactants CO[N:3]([C:9]1[N:14]([CH3:15])[C:13](=[O:16])[C:12]([C:17]2[CH:26]=[CH:25][C:24]3[C:19](=[CH:20][CH:21]=[CH:22][CH:23]=3)[CH:18]=2)=[C:11]([C:27]2[CH:32]=[CH:31][N:30]=[CH:29][CH:28]=2)[N:10]=1)[CH2:4][C:5](NC)=[O:6].[CH3:33][O:34][C:35]1[CH:36]=[C:37]([CH:41]=[CH:42][CH:43]=1)[CH2:38][Mg]Cl.O.C(OCC)(=O)C, predict the reaction product. The product is: [CH3:33][O:34][C:35]1[CH:36]=[C:37]([CH2:38][C:5](=[O:6])[CH2:4][NH:3][C:9]2[N:14]([CH3:15])[C:13](=[O:16])[C:12]([C:17]3[CH:26]=[CH:25][C:24]4[C:19](=[CH:20][CH:21]=[CH:22][CH:23]=4)[CH:18]=3)=[C:11]([C:27]3[CH:28]=[CH:29][N:30]=[CH:31][CH:32]=3)[N:10]=2)[CH:41]=[CH:42][CH:43]=1. (2) Given the reactants Cl[C:2]1[N:7]=[C:6]2[N:8]([CH2:11][CH2:12][N:13]3[CH2:18][CH2:17][O:16][CH2:15][CH2:14]3)[N:9]=[CH:10][C:5]2=[C:4]([NH:19][C:20]2[CH:24]=[C:23]([CH3:25])[NH:22][N:21]=2)[N:3]=1.C1OCCOCCOCCOCCOC1.[F:41][C:42]1[CH:47]=[CH:46][C:45]([S:48]([O-:50])=[O:49])=[CH:44][CH:43]=1.[Na+].CC(O)=O, predict the reaction product. The product is: [F:41][C:42]1[CH:47]=[CH:46][C:45]([S:48]([C:2]2[N:7]=[C:6]3[N:8]([CH2:11][CH2:12][N:13]4[CH2:18][CH2:17][O:16][CH2:15][CH2:14]4)[N:9]=[CH:10][C:5]3=[C:4]([NH:19][C:20]3[CH:24]=[C:23]([CH3:25])[NH:22][N:21]=3)[N:3]=2)(=[O:50])=[O:49])=[CH:44][CH:43]=1. (3) Given the reactants Cl.[CH2:2]([O:4][C:5](=[O:8])[CH2:6][NH2:7])[CH3:3].C(N(C(C)C)CC)(C)C.[F:18][C:19]1[CH:20]=[C:21]([CH:24]=[CH:25][C:26]=1[C:27]1[S:28][C:29]2[C:34]([N:35]=1)=[CH:33][CH:32]=[C:31]([C:36]1([C:39]3[CH:44]=[CH:43][CH:42]=[CH:41][CH:40]=3)[CH2:38][CH2:37]1)[N:30]=2)[CH:22]=O.[Na], predict the reaction product. The product is: [F:18][C:19]1[CH:20]=[C:21]([CH:24]=[CH:25][C:26]=1[C:27]1[S:28][C:29]2[C:34]([N:35]=1)=[CH:33][CH:32]=[C:31]([C:36]1([C:39]3[CH:40]=[CH:41][CH:42]=[CH:43][CH:44]=3)[CH2:37][CH2:38]1)[N:30]=2)[CH2:22][NH:7][CH2:6][C:5]([O:4][CH2:2][CH3:3])=[O:8]. (4) Given the reactants [C:1]([O:5][C:6]([NH:8][C@@H:9]([CH2:13][CH:14]1[CH2:16][CH2:15]1)[C:10](O)=[O:11])=[O:7])([CH3:4])([CH3:3])[CH3:2].C(OC(OC(C)(C)C)=O)(OC(C)(C)C)=O.[N:32]1C=CC=CC=1.N, predict the reaction product. The product is: [NH2:32][C:10](=[O:11])[C@@H:9]([NH:8][C:6](=[O:7])[O:5][C:1]([CH3:4])([CH3:3])[CH3:2])[CH2:13][CH:14]1[CH2:16][CH2:15]1. (5) Given the reactants [C:1]1([CH2:7][CH:8]([C:11]2[CH:20]=[C:19]3[C:14]([CH2:15][CH2:16][NH:17][CH2:18]3)=[CH:13][CH:12]=2)[C:9]#[N:10])[CH:6]=[CH:5][CH:4]=[CH:3][CH:2]=1.[CH3:21][N:22]1[CH:26]=[C:25]([S:27](Cl)(=[O:29])=[O:28])[N:24]=[CH:23]1, predict the reaction product. The product is: [CH3:21][N:22]1[CH:26]=[C:25]([S:27]([N:17]2[CH2:16][CH2:15][C:14]3[C:19](=[CH:20][C:11]([CH:8]([CH2:7][C:1]4[CH:6]=[CH:5][CH:4]=[CH:3][CH:2]=4)[C:9]#[N:10])=[CH:12][CH:13]=3)[CH2:18]2)(=[O:29])=[O:28])[N:24]=[CH:23]1. (6) Given the reactants F[P-](F)(F)(F)(F)F.N1(OC(N(C)C)=[N+](C)C)C2C=CC=CC=2N=N1.C1(N)C=CC=CC=1N.C(OC(N1CC(C(O)=O)C1)=O)(C)(C)C.C(N(CC)CC)C.[NH2:54][C:55]1[CH:60]=[CH:59][C:58]([Cl:61])=[CH:57][C:56]=1[NH:62][C:63]([CH:65]1[CH2:68][N:67]([C:69]([O:71][C:72]([CH3:75])([CH3:74])[CH3:73])=[O:70])[CH2:66]1)=O, predict the reaction product. The product is: [Cl:61][C:58]1[CH:59]=[CH:60][C:55]2[NH:54][C:63]([CH:65]3[CH2:68][N:67]([C:69]([O:71][C:72]([CH3:75])([CH3:74])[CH3:73])=[O:70])[CH2:66]3)=[N:62][C:56]=2[CH:57]=1. (7) Given the reactants C[O:2][C:3](=[O:28])[CH2:4][CH2:5][CH2:6][S:7][CH:8]1[CH:16]([CH2:17][C:18]2[C:27]3[C:22](=[CH:23][CH:24]=[CH:25][CH:26]=3)[CH:21]=[CH:20][CH:19]=2)[N:11]2[CH:12]=[CH:13][CH:14]=[CH:15][C:10]2=[N:9]1.O.[OH-].[Li+], predict the reaction product. The product is: [C:18]1([CH2:17][CH:16]2[N:11]3[CH:12]=[CH:13][CH:14]=[CH:15][C:10]3=[N:9][CH:8]2[S:7][CH2:6][CH2:5][CH2:4][C:3]([OH:28])=[O:2])[C:27]2[C:22](=[CH:23][CH:24]=[CH:25][CH:26]=2)[CH:21]=[CH:20][CH:19]=1. (8) Given the reactants [O:1]([C:8]1[CH:15]=[CH:14][C:11]([CH2:12][NH2:13])=[CH:10][CH:9]=1)[C:2]1[CH:7]=[CH:6][CH:5]=[CH:4][CH:3]=1.Cl[CH2:17][C:18]1[N:19]=[C:20]([C:23]2[CH:31]=[CH:30][C:26]([C:27](Cl)=[O:28])=[CH:25][CH:24]=2)[S:21][CH:22]=1.[CH:32]1([C:38](Cl)=[O:39])[CH2:37][CH2:36][CH2:35][CH2:34][CH2:33]1.C[O:42][C:43](=[O:54])[CH2:44][O:45][C:46]1[CH:51]=[CH:50][C:49]([CH2:52][NH2:53])=[CH:48][CH:47]=1, predict the reaction product. The product is: [CH:32]1([C:38]([N:53]([CH2:52][C:49]2[CH:50]=[CH:51][C:46]([O:45][CH2:44][C:43]([OH:54])=[O:42])=[CH:47][CH:48]=2)[CH2:17][C:18]2[N:19]=[C:20]([C:23]3[CH:31]=[CH:30][C:26]([C:27]([NH:13][CH2:12][C:11]4[CH:10]=[CH:9][C:8]([O:1][C:2]5[CH:3]=[CH:4][CH:5]=[CH:6][CH:7]=5)=[CH:15][CH:14]=4)=[O:28])=[CH:25][CH:24]=3)[S:21][CH:22]=2)=[O:39])[CH2:37][CH2:36][CH2:35][CH2:34][CH2:33]1.